From a dataset of Reaction yield outcomes from USPTO patents with 853,638 reactions. Predict the reaction yield, written as a fraction of the theoretical maximum amount of product (1.0 means a 100% yield; for example, 0.34 means a 34% yield). (1) The reactants are [NH2:1]/[C:2](=[N:16]\[OH:17])/[CH:3]1[CH2:8][CH2:7][CH2:6][CH2:5][N:4]1[C:9]([O:11][C:12]([CH3:15])([CH3:14])[CH3:13])=[O:10].[CH3:18][CH2:19]N(C(C)C)C(C)C.C(Cl)(=O)C. The catalyst is C(#N)C. The product is [CH3:18][C:19]1[O:17][N:16]=[C:2]([CH:3]2[CH2:8][CH2:7][CH2:6][CH2:5][N:4]2[C:9]([O:11][C:12]([CH3:14])([CH3:13])[CH3:15])=[O:10])[N:1]=1. The yield is 0.330. (2) The reactants are Br[C:2]1[CH:7]=[CH:6][C:5](/[CH:8]=[C:9](\[O:15][CH2:16][CH3:17])/[C:10]([O:12][CH2:13][CH3:14])=[O:11])=[CH:4][CH:3]=1.C(=O)([O-])[O-].[Na+].[Na+].[CH3:24][NH:25][C:26]1[CH:31]=[CH:30][CH:29]=[C:28](B2OC(C)(C)C(C)(C)O2)[CH:27]=1. The catalyst is C1(C)C=CC=CC=1.C(OCC)(=O)C. The product is [CH2:16]([O:15]/[C:9](=[CH:8]\[C:5]1[CH:6]=[CH:7][C:2]([C:28]2[CH:29]=[CH:30][CH:31]=[C:26]([NH:25][CH3:24])[CH:27]=2)=[CH:3][CH:4]=1)/[C:10]([O:12][CH2:13][CH3:14])=[O:11])[CH3:17]. The yield is 0.940. (3) The reactants are [Cl:1][C:2]1[CH:10]=[CH:9][C:5]([C:6]([OH:8])=O)=[CH:4][CH:3]=1.CN([C:14]([O:18]N1N=NC2C=CC=NC1=2)=[N+](C)C)C.F[P-](F)(F)(F)(F)F.C(N([CH:41]([CH3:43])C)CC)(C)C.Cl.C(O[C@@H:48]1[CH2:53][CH2:52][CH2:51][N:50]([CH2:54][C@H:55]2[CH2:60][CH2:59][CH2:58][CH2:57][C@@H:56]2[NH2:61])[CH2:49]1)C. The catalyst is CN(C=O)C. The product is [Cl:1][C:2]1[CH:3]=[CH:4][C:5]([C:6]([NH:61][C@H:56]2[CH2:57][CH2:58][CH2:59][CH2:60][C@@H:55]2[CH2:54][N:50]2[CH2:51][CH2:52][CH2:53][C@@H:48]([CH2:14][O:18][CH2:41][CH3:43])[CH2:49]2)=[O:8])=[CH:9][CH:10]=1. The yield is 0.150. (4) The reactants are [F:1][C:2]1[C:3]([CH2:24][N:25](C)[C:26](=O)OC(C)(C)C)=[CH:4][N:5]([S:14]([C:17]2[C:22]([CH3:23])=[CH:21][CH:20]=[CH:19][N:18]=2)(=[O:16])=[O:15])[C:6]=1[C:7]1[C:8]([F:13])=[N:9][CH:10]=[CH:11][CH:12]=1.C(OCC)(=O)C.Cl. The catalyst is C(OCC)(=O)C.CC(O)C. The product is [F:1][C:2]1[C:3]([CH2:24][NH:25][CH3:26])=[CH:4][N:5]([S:14]([C:17]2[C:22]([CH3:23])=[CH:21][CH:20]=[CH:19][N:18]=2)(=[O:16])=[O:15])[C:6]=1[C:7]1[C:8]([F:13])=[N:9][CH:10]=[CH:11][CH:12]=1. The yield is 0.540. (5) The reactants are [N+:1]([C:4]1[C:13]2[C:8](=[CH:9][CH:10]=[CH:11][CH:12]=2)[C:7]([O:14][C:15]([C:18]2[CH:23]=[CH:22][N:21]=[C:20]([NH2:24])[CH:19]=2)([CH3:17])[CH3:16])=[CH:6][CH:5]=1)([O-])=O.[H][H]. The catalyst is CO.[Pt]. The product is [NH2:1][C:4]1[C:13]2[C:8](=[CH:9][CH:10]=[CH:11][CH:12]=2)[C:7]([O:14][C:15]([C:18]2[CH:23]=[CH:22][N:21]=[C:20]([NH2:24])[CH:19]=2)([CH3:17])[CH3:16])=[CH:6][CH:5]=1. The yield is 0.890. (6) The reactants are [CH2:1]([N:8]=[C:9]=[O:10])[CH2:2][CH2:3][CH2:4][CH2:5][CH2:6][CH3:7].[Br:11][C:12]1[CH:13]=[C:14](CN)[CH:15]=[CH:16][CH:17]=1.[CH2:20]([N:22](CC)CC)C.O. The catalyst is O1CCCC1.C(OCC)(=O)C. The product is [Br:11][C:12]1[CH:13]=[C:14]([N:22]([CH3:20])[C:9]([NH:8][CH2:1][CH2:2][CH2:3][CH2:4][CH2:5][CH2:6][CH3:7])=[O:10])[CH:15]=[CH:16][CH:17]=1. The yield is 0.770. (7) The reactants are Br[C:2]1[CH:3]=[CH:4][C:5]([O:24][CH3:25])=[C:6]([C:10]2[CH:11]=[C:12]3[C:17](=[CH:18][CH:19]=2)[C:16]([CH3:21])([CH3:20])[CH2:15][CH2:14][C:13]3([CH3:23])[CH3:22])[C:7]=1[O:8][CH3:9].CN(C)[CH:28]=[O:29]. The catalyst is C1COCC1. The product is [CH3:21][C:16]1([CH3:20])[CH2:15][CH2:14][C:13]([CH3:23])([CH3:22])[C:12]2[CH:11]=[C:10]([C:6]3[C:7]([O:8][CH3:9])=[C:2]([CH:3]=[CH:4][C:5]=3[O:24][CH3:25])[CH:28]=[O:29])[CH:19]=[CH:18][C:17]1=2. The yield is 0.720. (8) The reactants are [CH3:1][C:2]1[C:6]2[C:7](=[O:18])[N:8]([CH2:11][CH2:12][N:13]3[CH2:17][CH2:16][CH2:15][CH2:14]3)[CH2:9][CH2:10][C:5]=2[NH:4][C:3]=1[CH:19]=O.[Br:21][C:22]1[CH:30]=[CH:29][CH:28]=[C:27]2[C:23]=1[CH2:24][C:25](=[O:31])[NH:26]2. No catalyst specified. The product is [Br:21][C:22]1[CH:30]=[CH:29][CH:28]=[C:27]2[C:23]=1[C:24](=[CH:19][C:3]1[NH:4][C:5]3[CH2:10][CH2:9][N:8]([CH2:11][CH2:12][N:13]4[CH2:14][CH2:15][CH2:16][CH2:17]4)[C:7](=[O:18])[C:6]=3[C:2]=1[CH3:1])[C:25](=[O:31])[NH:26]2. The yield is 0.744. (9) The reactants are Cl.[N:2]1([C:9]2[CH:14]=[CH:13][C:12]([NH:15][C:16]([C:18]3[N:19]=[C:20]([C:27]4[CH:32]=[CH:31][CH:30]=[CH:29][CH:28]=4)[O:21][C:22]=3[C:23]([F:26])([F:25])[F:24])=[O:17])=[CH:11][CH:10]=2)[CH2:8][CH2:7][CH2:6][NH:5][CH2:4][CH2:3]1.Br[CH2:34][C:35]1[CH:43]=[CH:42][C:38]([C:39]([OH:41])=[O:40])=[CH:37][CH:36]=1.C(N(CC)CC)C. The catalyst is CN(C=O)C. The product is [C:27]1([C:20]2[O:21][C:22]([C:23]([F:26])([F:24])[F:25])=[C:18]([C:16]([NH:15][C:12]3[CH:13]=[CH:14][C:9]([N:2]4[CH2:8][CH2:7][CH2:6][N:5]([CH2:34][C:35]5[CH:43]=[CH:42][C:38]([C:39]([OH:41])=[O:40])=[CH:37][CH:36]=5)[CH2:4][CH2:3]4)=[CH:10][CH:11]=3)=[O:17])[N:19]=2)[CH:32]=[CH:31][CH:30]=[CH:29][CH:28]=1. The yield is 0.290.